This data is from Reaction yield outcomes from USPTO patents with 853,638 reactions. The task is: Predict the reaction yield, written as a fraction of the theoretical maximum amount of product (1.0 means a 100% yield; for example, 0.34 means a 34% yield). (1) The reactants are [OH:1][CH2:2][CH2:3][C:4]1[C:9]([CH2:10][CH2:11][OH:12])=[CH:8][CH:7]=[CH:6][C:5]=1[O:13][CH3:14].C(N(CC)CC)C.[CH3:22][S:23](Cl)(=[O:25])=[O:24]. The catalyst is C(Cl)Cl. The product is [CH3:22][S:23]([O:1][CH2:2][CH2:3][C:4]1[C:9]([CH2:10][CH2:11][O:12][S:23]([CH3:22])(=[O:25])=[O:24])=[CH:8][CH:7]=[CH:6][C:5]=1[O:13][CH3:14])(=[O:25])=[O:24]. The yield is 0.962. (2) The catalyst is C1COCC1.C(Cl)Cl.CCOCC. The product is [C:11]([C:2]1([CH3:1])[CH2:7][CH2:6][C:5](=[O:8])[C:4]([C:9]#[N:10])=[CH:3]1)#[CH:12]. The reactants are [CH3:1][C:2]1([C:11]#[C:12][Si](C)(C)C)[CH2:7][CH2:6][C:5](=[O:8])[C:4]([C:9]#[N:10])=[CH:3]1.[F-].C([N+](CCCC)(CCCC)CCCC)CCC. The yield is 0.500.